Dataset: Forward reaction prediction with 1.9M reactions from USPTO patents (1976-2016). Task: Predict the product of the given reaction. (1) Given the reactants [CH2:1]([O:8][C:9]([N:11]1[CH2:16][CH2:15][CH:14]([OH:17])[CH2:13][CH2:12]1)=[O:10])[C:2]1[CH:7]=[CH:6][CH:5]=[CH:4][CH:3]=1.[H-].[Na+].Br[CH2:21][C:22]([O:24][CH2:25][CH3:26])=[O:23], predict the reaction product. The product is: [CH2:1]([O:8][C:9]([N:11]1[CH2:16][CH2:15][CH:14]([O:17][CH2:21][C:22]([O:24][CH2:25][CH3:26])=[O:23])[CH2:13][CH2:12]1)=[O:10])[C:2]1[CH:7]=[CH:6][CH:5]=[CH:4][CH:3]=1. (2) Given the reactants [CH2:1]([O:3][C:4]([N:6]1[CH2:11][CH2:10][N:9]([C:12](=[O:41])[C@@H:13]([NH:23][C:24]([C:26]2[CH:35]=[C:34]([O:36][CH2:37][C:38]([OH:40])=O)[C:33]3[C:28](=[CH:29][CH:30]=[CH:31][CH:32]=3)[N:27]=2)=[O:25])[CH2:14][CH2:15][C:16]([O:18][C:19]([CH3:22])([CH3:21])[CH3:20])=[O:17])[CH2:8][CH2:7]1)=[O:5])[CH3:2].C(Cl)CCl.FC1C(O)=C(F)C(F)=C(F)C=1F.Cl.[CH:59]1([NH:62][C:63]([C@@H:65]2[CH2:69][CH2:68][CH2:67][NH:66]2)=[O:64])[CH2:61][CH2:60]1, predict the reaction product. The product is: [CH2:1]([O:3][C:4]([N:6]1[CH2:7][CH2:8][N:9]([C:12](=[O:41])[C@@H:13]([NH:23][C:24]([C:26]2[CH:35]=[C:34]([O:36][CH2:37][C:38]([N:66]3[CH2:67][CH2:68][CH2:69][C@H:65]3[C:63](=[O:64])[NH:62][CH:59]3[CH2:60][CH2:61]3)=[O:40])[C:33]3[C:28](=[CH:29][CH:30]=[CH:31][CH:32]=3)[N:27]=2)=[O:25])[CH2:14][CH2:15][C:16]([O:18][C:19]([CH3:21])([CH3:22])[CH3:20])=[O:17])[CH2:10][CH2:11]1)=[O:5])[CH3:2]. (3) The product is: [CH2:12]([N:11]([CH2:14][CH:13]=[CH2:12])[C:9]([C:8]1[C:15]([I:22])=[C:16]([NH:19][C:20]([O:27][CH2:26][CH2:25][O:28][C:20](=[O:21])[NH:19][C:16]2[C:17]([I:18])=[C:6]([C:5](=[O:24])[N:4]([CH2:15][CH:8]=[CH2:9])[CH2:1][CH:2]=[CH2:3])[C:7]([I:23])=[C:8]([C:9](=[O:10])[N:11]([CH2:3][CH:2]=[CH2:1])[CH2:12][CH:13]=[CH2:14])[C:15]=2[I:22])=[O:21])[C:17]([I:18])=[C:6]([C:5](=[O:24])[N:4]([CH2:7][CH:6]=[CH2:5])[CH2:1][CH:2]=[CH2:3])[C:7]=1[I:23])=[O:10])[CH:13]=[CH2:14]. Given the reactants [CH2:1]([NH:4][C:5](=[O:24])[C:6]1[C:17]([I:18])=[C:16]([N:19]=[C:20]=[O:21])[C:15]([I:22])=[C:8]([C:9]([NH:11][CH2:12][CH:13]=[CH2:14])=[O:10])[C:7]=1[I:23])[CH:2]=[CH2:3].[CH2:25]([OH:28])[CH2:26][OH:27], predict the reaction product.